This data is from Forward reaction prediction with 1.9M reactions from USPTO patents (1976-2016). The task is: Predict the product of the given reaction. Given the reactants [Br:1][C:2]1[CH:3]=[C:4]([CH2:10][CH3:11])[C:5](=[O:9])[NH:6][C:7]=1[CH3:8].[CH3:12]I, predict the reaction product. The product is: [Br:1][C:2]1[C:7]([CH3:8])=[N:6][C:5]([O:9][CH3:12])=[C:4]([CH2:10][CH3:11])[CH:3]=1.